This data is from Forward reaction prediction with 1.9M reactions from USPTO patents (1976-2016). The task is: Predict the product of the given reaction. (1) Given the reactants [C:1]1([CH:7]([C:11]2[CH:16]=[CH:15][CH:14]=[CH:13][CH:12]=2)[C:8]([OH:10])=O)[CH:6]=[CH:5][CH:4]=[CH:3][CH:2]=1.[N:17]1([CH2:23][CH2:24][CH2:25][O:26][C:27]2[CH:32]=[CH:31][C:30]([N:33]3[CH2:38][CH2:37][NH:36][CH2:35][CH2:34]3)=[CH:29][CH:28]=2)[CH2:22][CH2:21][CH2:20][CH2:19][CH2:18]1.C(N(CC)CC)C.CN(C(ON1N=NC2C=CC=CC1=2)=[N+](C)C)C.F[P-](F)(F)(F)(F)F, predict the reaction product. The product is: [C:11]1([CH:7]([C:1]2[CH:2]=[CH:3][CH:4]=[CH:5][CH:6]=2)[C:8]([N:36]2[CH2:37][CH2:38][N:33]([C:30]3[CH:29]=[CH:28][C:27]([O:26][CH2:25][CH2:24][CH2:23][N:17]4[CH2:18][CH2:19][CH2:20][CH2:21][CH2:22]4)=[CH:32][CH:31]=3)[CH2:34][CH2:35]2)=[O:10])[CH:16]=[CH:15][CH:14]=[CH:13][CH:12]=1. (2) Given the reactants [CH3:1][C:2]1[N:9]2[C:5]([S:6][C:7]([C:10]([OH:12])=O)=[N:8]2)=[CH:4][N:3]=1.CN(C(ON1N=NC2C=CC=NC1=2)=[N+](C)C)C.F[P-](F)(F)(F)(F)F.C(N(CC)CC)C.[CH2:44]([NH:51][CH2:52][CH:53]([CH3:55])[CH3:54])[C:45]1[CH:50]=[CH:49][CH:48]=[CH:47][CH:46]=1, predict the reaction product. The product is: [CH2:44]([N:51]([CH2:52][CH:53]([CH3:55])[CH3:54])[C:10]([C:7]1[S:6][C:5]2=[CH:4][N:3]=[C:2]([CH3:1])[N:9]2[N:8]=1)=[O:12])[C:45]1[CH:50]=[CH:49][CH:48]=[CH:47][CH:46]=1.